Dataset: Catalyst prediction with 721,799 reactions and 888 catalyst types from USPTO. Task: Predict which catalyst facilitates the given reaction. (1) Reactant: [NH2:1][C:2]1[CH:30]=[CH:29][C:5]([O:6][C:7]2[CH:12]=[CH:11][N:10]=[C:9]([NH:13][C:14](=[O:28])[N:15]([CH:17]3[CH2:22][CH2:21][N:20]([CH2:23][CH2:24][N:25]([CH3:27])[CH3:26])[CH2:19][CH2:18]3)[CH3:16])[CH:8]=2)=[C:4]([F:31])[CH:3]=1.[C:32]1([CH2:38][C:39]([N:41]=[C:42]=[O:43])=[O:40])[CH:37]=[CH:36][CH:35]=[CH:34][CH:33]=1.C(OCC)C. Product: [CH3:26][N:25]([CH3:27])[CH2:24][CH2:23][N:20]1[CH2:21][CH2:22][CH:17]([N:15]([CH3:16])[C:14]([NH:13][C:9]2[CH:8]=[C:7]([O:6][C:5]3[CH:29]=[CH:30][C:2]([NH:1][C:42]([NH:41][C:39](=[O:40])[CH2:38][C:32]4[CH:33]=[CH:34][CH:35]=[CH:36][CH:37]=4)=[O:43])=[CH:3][C:4]=3[F:31])[CH:12]=[CH:11][N:10]=2)=[O:28])[CH2:18][CH2:19]1. The catalyst class is: 188. (2) Reactant: [Cl:1][C:2]1[CH:7]=[C:6](I)[CH:5]=[C:4]([Cl:9])[N:3]=1.CC1(C)C(C)(C)OB([C:18]2[CH2:19][N:20]([C:23]([O:25][C:26]([CH3:29])([CH3:28])[CH3:27])=[O:24])[CH2:21][CH:22]=2)O1.C(=O)([O-])[O-].[K+].[K+]. Product: [Cl:1][C:2]1[CH:7]=[C:6]([C:22]2[CH2:21][N:20]([C:23]([O:25][C:26]([CH3:29])([CH3:28])[CH3:27])=[O:24])[CH2:19][CH:18]=2)[CH:5]=[C:4]([Cl:9])[N:3]=1. The catalyst class is: 38. (3) Reactant: [C:1]([O:5][C:6](=[O:37])[NH:7][C@H:8]([CH2:24][NH:25][C:26]([C:28]1[C:33]([NH2:34])=[N:32][C:31]([NH2:35])=[C:30]([Cl:36])[N:29]=1)=[O:27])[CH2:9][CH2:10][CH2:11][CH2:12][NH:13]C(OCC1C=CC=CC=1)=O)([CH3:4])([CH3:3])[CH3:2].N#N.[H][H]. Product: [C:1]([O:5][C:6](=[O:37])[NH:7][C@H:8]([CH2:24][NH:25][C:26]([C:28]1[C:33]([NH2:34])=[N:32][C:31]([NH2:35])=[C:30]([Cl:36])[N:29]=1)=[O:27])[CH2:9][CH2:10][CH2:11][CH2:12][NH2:13])([CH3:4])([CH3:2])[CH3:3]. The catalyst class is: 50. (4) Reactant: [N:1]1[C:8]([Cl:9])=[N:7][C:5](Cl)=[N:4][C:2]=1[Cl:3].CCN(C(C)C)C(C)C.[OH:19][CH2:20][C:21]1([C:24]#[N:25])[CH2:23][CH2:22]1. Product: [Cl:9][C:8]1[N:1]=[C:2]([Cl:3])[N:4]=[C:5]([O:19][CH2:20][C:21]2([C:24]#[N:25])[CH2:23][CH2:22]2)[N:7]=1. The catalyst class is: 1. (5) Reactant: [CH:1]1[C:13]2[C:12](=[CH:14][C:15]([NH:17][CH2:18][C:19]([OH:21])=O)=[O:16])[C:11]3[C:6](=[CH:7][CH:8]=[CH:9][CH:10]=3)[C:5]=2[CH:4]=[CH:3][CH:2]=1.Cl.C(N=C=NCCCN(C)C)C.O[C:35]1[C:43]2[N:42]=N[NH:40][C:39]=2[CH:38]=[CH:37][CH:36]=1.C(N(CC)CC)C.C1(N)C=CC=CC=1N. Product: [CH:1]1[C:13]2[C:12](=[CH:14][C:15]([NH:17][CH2:18][C:19]([NH:40][C:39]3[CH:38]=[CH:37][CH:36]=[CH:35][C:43]=3[NH2:42])=[O:21])=[O:16])[C:11]3[C:6](=[CH:7][CH:8]=[CH:9][CH:10]=3)[C:5]=2[CH:4]=[CH:3][CH:2]=1. The catalyst class is: 650. (6) Reactant: [NH2:1][C@@:2]1([C:22]#[N:23])[C@H:7]([O:8][CH2:9][C:10]2[CH:15]=[CH:14][C:13]([Cl:16])=[C:12]([Cl:17])[CH:11]=2)[CH2:6][C@@H:5]2[C@H:3]1[C@@:4]2([F:21])[C:18]([NH2:20])=[O:19].N[C@]1(C#N)[C@H](OCC2C=CC(Cl)=C(Cl)C=2)C[C@@H]2[C@H]1[C@@]2(F)C(N)=O.[C:47]([OH:56])(=[O:55])[C@@H:48]([C@H:50]([C:52]([OH:54])=[O:53])[OH:51])[OH:49]. Product: [C:47]([OH:56])(=[O:55])[C@@H:48]([C@H:50]([C:52]([OH:54])=[O:53])[OH:51])[OH:49].[NH2:1][C@@:2]1([C:22]#[N:23])[C@H:7]([O:8][CH2:9][C:10]2[CH:15]=[CH:14][C:13]([Cl:16])=[C:12]([Cl:17])[CH:11]=2)[CH2:6][C@@H:5]2[C@H:3]1[C@@:4]2([F:21])[C:18]([NH2:20])=[O:19]. The catalyst class is: 13.